From a dataset of Reaction yield outcomes from USPTO patents with 853,638 reactions. Predict the reaction yield, written as a fraction of the theoretical maximum amount of product (1.0 means a 100% yield; for example, 0.34 means a 34% yield). (1) The reactants are [CH2:1]([C:3]1[N:4]([C:28]2[CH:33]=[CH:32][C:31]([OH:34])=[CH:30][CH:29]=2)[C:5](=[O:27])[C:6]([CH2:12][C:13]2[CH:18]=[CH:17][C:16]([C:19]3[C:20]([C:25]#[N:26])=[CH:21][CH:22]=[CH:23][CH:24]=3)=[CH:15][CH:14]=2)=[C:7]([CH2:9][CH2:10][CH3:11])[N:8]=1)[CH3:2].[CH3:35][C:36]1([OH:43])[CH2:41][CH2:40][CH:39](O)[CH2:38][CH2:37]1.C1(P(C2C=CC=CC=2)C2C=CC=CC=2)C=CC=CC=1.[N:64]([C:65]([O:67]C(C)C)=[O:66])=[N:64][C:65]([O:67]C(C)C)=[O:66]. The catalyst is O1CCCC1.O.C(OCC)(=O)C. The product is [CH2:1]([C:3]1[N:4]([C:28]2[CH:33]=[CH:32][C:31]([O:34][CH:39]3[CH2:40][CH2:41][C:36]([OH:43])([CH3:35])[CH2:37][CH2:38]3)=[CH:30][CH:29]=2)[C:5](=[O:27])[C:6]([CH2:12][C:13]2[CH:18]=[CH:17][C:16]([C:19]3[CH:24]=[CH:23][CH:22]=[CH:21][C:20]=3[C:25]3[NH:64][C:65](=[O:66])[O:67][N:26]=3)=[CH:15][CH:14]=2)=[C:7]([CH2:9][CH2:10][CH3:11])[N:8]=1)[CH3:2]. The yield is 0.190. (2) The reactants are [NH2:1][CH2:2][CH2:3][CH2:4][CH2:5][N:6]1[C:14]2[N:9]3[C:10](=[N:15][C:16]([CH3:17])=[C:8]3[C:7]1=[O:18])[CH:11]=[CH:12][CH:13]=2.C(N(CC)CC)C.[F:26][C:27]([F:38])([F:37])[C:28](O[C:28](=[O:29])[C:27]([F:38])([F:37])[F:26])=[O:29]. The product is [CH3:17][C:16]1[N:15]=[C:10]2[CH:11]=[CH:12][CH:13]=[C:14]3[N:9]2[C:8]=1[C:7](=[O:18])[N:6]3[CH2:5][CH2:4][CH2:3][CH2:2][NH:1][C:28](=[O:29])[C:27]([F:38])([F:37])[F:26]. The yield is 0.414. The catalyst is C(Cl)Cl. (3) The reactants are [Br:1][C:2]1[CH:3]=[C:4]([OH:15])[CH:5]=[C:6]([NH:8][C:9]2[CH:10]=[N:11][CH:12]=[CH:13][CH:14]=2)[CH:7]=1.[H-].[Na+].[Si:18](Cl)([C:31]([CH3:34])([CH3:33])[CH3:32])([C:25]1[CH:30]=[CH:29][CH:28]=[CH:27][CH:26]=1)[C:19]1[CH:24]=[CH:23][CH:22]=[CH:21][CH:20]=1. The catalyst is CN(C=O)C.C(OC)(C)(C)C. The product is [Br:1][C:2]1[CH:7]=[C:6]([NH:8][C:9]2[CH:10]=[N:11][CH:12]=[CH:13][CH:14]=2)[CH:5]=[C:4]([O:15][Si:18]([C:31]([CH3:34])([CH3:33])[CH3:32])([C:25]2[CH:26]=[CH:27][CH:28]=[CH:29][CH:30]=2)[C:19]2[CH:24]=[CH:23][CH:22]=[CH:21][CH:20]=2)[CH:3]=1. The yield is 0.960. (4) The reactants are [CH3:1][C:2]1[O:6][C:5]([C:7]2[CH:12]=[CH:11][CH:10]=[C:9]([CH:13]=[CH2:14])[CH:8]=2)=[N:4][C:3]=1[CH2:15][CH2:16][O:17][C:18]1[CH:19]=[C:20]2[C:24](=[CH:25][CH:26]=1)[C@H:23]([CH2:27][C:28]([O:30]CC)=[O:29])[CH2:22][CH2:21]2.[Li+].[OH-].O. The catalyst is C(O)C.C1COCC1. The product is [CH3:1][C:2]1[O:6][C:5]([C:7]2[CH:12]=[CH:11][CH:10]=[C:9]([CH:13]=[CH2:14])[CH:8]=2)=[N:4][C:3]=1[CH2:15][CH2:16][O:17][C:18]1[CH:19]=[C:20]2[C:24](=[CH:25][CH:26]=1)[C@H:23]([CH2:27][C:28]([OH:30])=[O:29])[CH2:22][CH2:21]2. The yield is 0.720. (5) The reactants are [OH:1][C:2]1[CH:9]=[CH:8][C:7]([N+:10]([O-:12])=[O:11])=[CH:6][C:3]=1[CH:4]=[O:5].[F:13][C:14]1[CH:15]=[C:16]([CH:19]=[CH:20][CH:21]=1)[CH2:17]Br. No catalyst specified. The product is [F:13][C:14]1[CH:15]=[C:16]([CH:19]=[CH:20][CH:21]=1)[CH2:17][O:1][C:2]1[CH:9]=[CH:8][C:7]([N+:10]([O-:12])=[O:11])=[CH:6][C:3]=1[CH:4]=[O:5]. The yield is 0.950.